Dataset: Forward reaction prediction with 1.9M reactions from USPTO patents (1976-2016). Task: Predict the product of the given reaction. (1) Given the reactants [O:1]1[C:6]2[CH:7]=[CH:8][CH:9]=[CH:10][C:5]=2[NH:4][C:3](=[O:11])[CH2:2]1.FC(F)(F)C(OI(C1C=CC=CC=1)OC(=O)C(F)(F)F)=[O:15], predict the reaction product. The product is: [OH:15][C:9]1[CH:8]=[CH:7][C:6]2[O:1][CH2:2][C:3](=[O:11])[NH:4][C:5]=2[CH:10]=1. (2) The product is: [NH2:22][C:23]1[C:32]([NH:33][C:19](=[O:20])[CH2:18][N:4]([CH:1]2[CH2:2][CH2:3]2)[S:5]([C:8]2[C:13]([CH3:14])=[CH:12][C:11]([O:15][CH3:16])=[CH:10][C:9]=2[CH3:17])(=[O:6])=[O:7])=[CH:31][CH:30]=[CH:29][C:24]=1[C:25]([O:27][CH3:28])=[O:26]. Given the reactants [CH:1]1([N:4]([CH2:18][C:19](O)=[O:20])[S:5]([C:8]2[C:13]([CH3:14])=[CH:12][C:11]([O:15][CH3:16])=[CH:10][C:9]=2[CH3:17])(=[O:7])=[O:6])[CH2:3][CH2:2]1.[NH2:22][C:23]1[C:32]([NH2:33])=[CH:31][CH:30]=[CH:29][C:24]=1[C:25]([O:27][CH3:28])=[O:26].CCN=C=NCCCN(C)C.Cl.C1C=CC2N(O)N=NC=2C=1.CCN(C(C)C)C(C)C, predict the reaction product. (3) Given the reactants [CH3:1][NH:2][CH2:3][C:4]1[C:13]2[C:8](=[CH:9][CH:10]=[CH:11][CH:12]=2)[CH:7]=[CH:6][CH:5]=1.Cl.C(=O)([O-])[O-].[K+].[K+].[Cl:21][CH2:22]/[CH:23]=[CH:24]/[C:25]#[C:26][C:27]([CH3:30])([CH3:29])[CH3:28].[I-].[K+].N, predict the reaction product. The product is: [CH3:28][C:27]([C:26]#[C:25]/[CH:24]=[CH:23]/[CH2:22][N:2]([CH2:3][C:4]1[CH:5]=[CH:6][CH:7]=[C:8]2[CH:9]=[CH:10][CH:11]=[CH:12][C:13]=12)[CH3:1])([CH3:30])[CH3:29].[ClH:21]. (4) Given the reactants [C:1]1([CH2:7][C:8]#[N:9])[CH:6]=[CH:5][CH:4]=[CH:3][CH:2]=1.II.C[O-].[Na+], predict the reaction product. The product is: [C:1]1(/[C:7](/[C:8]#[N:9])=[C:7](/[C:1]2[CH:6]=[CH:5][CH:4]=[CH:3][CH:2]=2)\[C:8]#[N:9])[CH:6]=[CH:5][CH:4]=[CH:3][CH:2]=1. (5) The product is: [O:21]1[CH2:20][CH2:19][N:18]([CH2:17][C:14]2[CH:15]=[CH:16][C:11]([NH2:8])=[CH:12][CH:13]=2)[CH2:23][CH2:22]1. Given the reactants COC(OC)OC.[N+:8]([C:11]1[CH:16]=[CH:15][C:14]([CH2:17][N:18]2[CH2:23][CH2:22][O:21][CH2:20][CH2:19]2)=[CH:13][CH:12]=1)([O-])=O.C(OC(=O)C)(=O)C, predict the reaction product. (6) The product is: [Si:1]([C:8]#[C:9][CH2:10][N:11]1[C:16]([I:17])=[CH:15][C:14]([CH:18]([O:26][Si:37]([CH3:46])([CH3:47])[CH2:38][CH2:39][CH2:40][CH2:41][CH2:42][CH2:43][CH2:44][CH3:45])[CH2:19][C:20]2[CH:21]=[CH:22][CH:23]=[CH:24][CH:25]=2)=[C:13]([CH3:27])[C:12]1=[O:28])([C:4]([CH3:7])([CH3:6])[CH3:5])([CH3:3])[CH3:2]. Given the reactants [Si:1]([C:8]#[C:9][CH2:10][N:11]1[C:16]([I:17])=[CH:15][C:14]([CH:18]([OH:26])[CH2:19][C:20]2[CH:25]=[CH:24][CH:23]=[CH:22][CH:21]=2)=[C:13]([CH3:27])[C:12]1=[O:28])([C:4]([CH3:7])([CH3:6])[CH3:5])([CH3:3])[CH3:2].CCN(CC)CC.Cl[Si:37]([CH3:47])([CH3:46])[CH2:38][CH2:39][CH2:40][CH2:41][CH2:42][CH2:43][CH2:44][CH3:45], predict the reaction product. (7) Given the reactants Cl.[C:2]1([CH:8]([C:40]2[CH:45]=[CH:44][CH:43]=[CH:42][CH:41]=2)[CH2:9][NH:10][C:11]2[N:19]=[C:18]([CH2:20][NH:21][C:22](=[O:33])[N:23]([CH3:32])[CH2:24][CH2:25][C:26]3[CH:31]=[CH:30][CH:29]=[CH:28][N:27]=3)[N:17]=[C:16]3[C:12]=2[N:13]=[CH:14][N:15]3C2CCCCO2)[CH:7]=[CH:6][CH:5]=[CH:4][CH:3]=1, predict the reaction product. The product is: [C:40]1([CH:8]([C:2]2[CH:3]=[CH:4][CH:5]=[CH:6][CH:7]=2)[CH2:9][NH:10][C:11]2[N:19]=[C:18]([CH2:20][NH:21][C:22](=[O:33])[N:23]([CH3:32])[CH2:24][CH2:25][C:26]3[CH:31]=[CH:30][CH:29]=[CH:28][N:27]=3)[N:17]=[C:16]3[C:12]=2[N:13]=[CH:14][NH:15]3)[CH:41]=[CH:42][CH:43]=[CH:44][CH:45]=1. (8) The product is: [S:11]1[C:12]2[C:18]3[C:17]([CH:16]=[CH:15][C:13]=2[N:14]=[CH:10]1)=[N:22][O:24][C:19]=3[C:20]#[N:21]. Given the reactants C(N1CN(C)CN([C:10]2[S:11][C:12]3[C:18]([CH2:19][C:20]#[N:21])=[C:17]([N+:22]([O-:24])=O)[CH:16]=[CH:15][C:13]=3[N:14]=2)C1=O)C.C(N(CC)CC)C.C[Si](Cl)(C)C, predict the reaction product. (9) Given the reactants [CH3:1][O:2][C:3]([C@H:5]1[N:9]2[C:10](=[O:31])[C:11]([CH:29]=[O:30])=[C:12]([CH2:22][CH2:23][CH2:24][CH2:25][CH2:26][CH2:27][CH3:28])[C:13]([C:14]3[CH:19]=[CH:18][C:17]([F:20])=[C:16]([F:21])[CH:15]=3)=[C:8]2[S:7][CH2:6]1)=[O:4].CSC, predict the reaction product. The product is: [CH3:1][O:2][C:3]([C@H:5]1[N:9]2[C:10](=[O:31])[C:11]([CH2:29][OH:30])=[C:12]([CH2:22][CH2:23][CH2:24][CH2:25][CH2:26][CH2:27][CH3:28])[C:13]([C:14]3[CH:19]=[CH:18][C:17]([F:20])=[C:16]([F:21])[CH:15]=3)=[C:8]2[S:7][CH2:6]1)=[O:4].